From a dataset of Reaction yield outcomes from USPTO patents with 853,638 reactions. Predict the reaction yield, written as a fraction of the theoretical maximum amount of product (1.0 means a 100% yield; for example, 0.34 means a 34% yield). (1) The reactants are C1(P(C2C=CC=CC=2)C2C=CC=CC=2)C=CC=CC=1.BrN1C(=O)CCC1=O.[CH:28]1([CH2:33][CH:34]([C:38]2[CH:43]=[CH:42][C:41]([S:44]([CH3:47])(=[O:46])=[O:45])=[C:40]([N+:48]([O-:50])=[O:49])[CH:39]=2)[C:35]([OH:37])=O)[CH2:32][CH2:31][CH2:30][CH2:29]1.[NH2:51][C:52]1[S:53][CH:54]=[CH:55][N:56]=1. The catalyst is C(Cl)Cl. The yield is 0.520. The product is [CH:28]1([CH2:33][CH:34]([C:38]2[CH:43]=[CH:42][C:41]([S:44]([CH3:47])(=[O:45])=[O:46])=[C:40]([N+:48]([O-:50])=[O:49])[CH:39]=2)[C:35]([NH:51][C:52]2[S:53][CH:54]=[CH:55][N:56]=2)=[O:37])[CH2:32][CH2:31][CH2:30][CH2:29]1. (2) The catalyst is C(OCC)(=O)C. The yield is 0.300. The reactants are [C:1]([N:8]1[CH2:12][CH2:11][CH:10]=[CH:9]1)([O:3][C:4]([CH3:7])([CH3:6])[CH3:5])=[O:2].[Cl:13][C:14]1[CH:19]=[CH:18][C:17]([C:20](Cl)=[N:21][OH:22])=[CH:16][CH:15]=1.C(N(CC)CC)C.O. The product is [C:4]([O:3][C:1]([N:8]1[CH2:12][C@H:11]2[C@H:10]([C:20]([C:17]3[CH:18]=[CH:19][C:14]([Cl:13])=[CH:15][CH:16]=3)=[N:21][O:22]2)[CH2:9]1)=[O:2])([CH3:7])([CH3:6])[CH3:5]. (3) The reactants are [CH3:1][C:2]1[CH:11]=[CH:10][C:5]([C:6]([O:8]C)=[O:7])=[CH:4][C:3]=1[C:12]#[C:13][C:14]1[CH:19]=[CH:18][CH:17]=[CH:16][N:15]=1.O.[OH-].[Li+]. The catalyst is C1COCC1.CO.O. The product is [CH3:1][C:2]1[CH:11]=[CH:10][C:5]([C:6]([OH:8])=[O:7])=[CH:4][C:3]=1[C:12]#[C:13][C:14]1[CH:19]=[CH:18][CH:17]=[CH:16][N:15]=1. The yield is 0.760. (4) The reactants are [CH3:1][C:2]1[C:7]([CH3:8])=[C:6]([OH:9])[C:5]([CH3:10])=[CH:4][C:3]=1[S:11]C#N.[H-].[H-].[H-].[H-].[Li+].[Al+3]. The catalyst is CCOCC.O1CCCC1. The product is [CH3:1][C:2]1[C:7]([CH3:8])=[C:6]([OH:9])[C:5]([CH3:10])=[CH:4][C:3]=1[SH:11]. The yield is 0.900. (5) The reactants are ClCC[S:4](Cl)(=[O:6])=[O:5].[N:8]1[CH:13]=[CH:12][CH:11]=[CH:10][CH:9]=1.Cl.C(N)C=C.C(N(C(C)C)CC)(C)C.[CH3:28][CH:29]([OH:31])[CH3:30]. No catalyst specified. The product is [CH:29]([O:31][S:4](=[O:5])(=[O:6])[CH2:12][CH2:13][NH:8][CH2:9][CH:10]=[CH2:11])([CH3:30])[CH3:28]. The yield is 0.200. (6) The product is [OH:19][CH2:18][C:10]1[CH:11]=[C:12]2[N:17]([C:9]=1[C:4]1[CH:5]=[CH:6][CH:7]=[CH:8][C:3]=1[C:1]#[N:2])[CH:16]=[CH:15][CH:14]=[CH:13]2. The yield is 0.680. The reactants are [C:1]([C:3]1[CH:8]=[CH:7][CH:6]=[CH:5][C:4]=1[C:9]1[N:17]2[C:12]([CH:13]=[CH:14][CH:15]=[CH:16]2)=[CH:11][C:10]=1[C:18](OCC)=[O:19])#[N:2].[Li+].[BH4-]. The catalyst is C1COCC1.CO.CCOC(C)=O.